Dataset: Full USPTO retrosynthesis dataset with 1.9M reactions from patents (1976-2016). Task: Predict the reactants needed to synthesize the given product. (1) Given the product [CH3:1][C:2]1[C:7]([CH3:8])=[N:6][CH:5]=[CH:4][N+:3]=1[O-:9], predict the reactants needed to synthesize it. The reactants are: [CH3:1][C:2]1[C:7]([CH3:8])=[N:6][CH:5]=[CH:4][N:3]=1.[OH:9]O. (2) Given the product [C:1]([O:5][C:6]([N:8]1[CH2:12][C:11](=[N:20][O:19][CH3:18])[CH2:10][C@H:9]1[C:14]([OH:16])=[O:15])=[O:7])([CH3:4])([CH3:3])[CH3:2], predict the reactants needed to synthesize it. The reactants are: [C:1]([O:5][C:6]([N:8]1[CH2:12][C:11](=O)[CH2:10][C@H:9]1[C:14]([OH:16])=[O:15])=[O:7])([CH3:4])([CH3:3])[CH3:2].Cl.[CH3:18][O:19][NH2:20].C(N(CC)CC)C. (3) Given the product [C:1]([C:5]1[CH:10]=[CH:9][C:8]([C:11]2[CH:12]=[CH:13][CH:14]=[C:15]3[C:19]=2[CH:18]=[C:17]([CH3:20])[CH:16]3[Si:30]([CH:33]2[C:41]3[C:36](=[C:37]([C:57]4[CH:62]=[CH:61][CH:60]=[CH:59][CH:58]=4)[C:38]([O:45][C:46]4[C:51]([F:52])=[C:50]([F:53])[C:49]([F:54])=[C:48]([F:55])[C:47]=4[F:56])=[C:39]([CH:42]([CH3:44])[CH3:43])[CH:40]=3)[CH:35]=[C:34]2[CH3:63])([CH3:31])[CH3:32])=[CH:7][CH:6]=1)([CH3:4])([CH3:2])[CH3:3], predict the reactants needed to synthesize it. The reactants are: [C:1]([C:5]1[CH:10]=[CH:9][C:8]([C:11]2[CH:12]=[CH:13][CH:14]=[C:15]3[C:19]=2[CH2:18][C:17]([CH3:20])=[CH:16]3)=[CH:7][CH:6]=1)([CH3:4])([CH3:3])[CH3:2].[Li]CCCC.C([Cu])#N.Cl[Si:30]([CH:33]1[C:41]2[C:36](=[C:37]([C:57]3[CH:62]=[CH:61][CH:60]=[CH:59][CH:58]=3)[C:38]([O:45][C:46]3[C:51]([F:52])=[C:50]([F:53])[C:49]([F:54])=[C:48]([F:55])[C:47]=3[F:56])=[C:39]([CH:42]([CH3:44])[CH3:43])[CH:40]=2)[CH:35]=[C:34]1[CH3:63])([CH3:32])[CH3:31]. (4) Given the product [Cl:27][C:24]1[C:25](=[O:26])[C:19]([NH:1][C:2]2[CH:13]=[CH:12][C:5]3[N:6]([CH2:10][CH3:11])[C:14](=[O:17])[NH:8][C:4]=3[CH:3]=2)=[C:20]([Cl:29])[C:21](=[O:22])[C:23]=1[NH:1][C:2]1[CH:13]=[CH:12][C:5]2[N:6]([CH2:10][CH3:11])[C:7](=[O:9])[NH:8][C:4]=2[CH:3]=1, predict the reactants needed to synthesize it. The reactants are: [NH2:1][C:2]1[CH:13]=[CH:12][C:5]2[N:6]([CH2:10][CH3:11])[C:7](=[O:9])[NH:8][C:4]=2[CH:3]=1.[C:14](=[O:17])([O-])O.[Na+].[C:19]1(Cl)[C:25](=[O:26])[C:24]([Cl:27])=[C:23](Cl)[C:21](=[O:22])[C:20]=1[Cl:29]. (5) Given the product [Cl:1][C:2]1[C:3]([O:30][C@@H:31]2[CH2:36][CH2:35][C@H:34]([OH:37])[CH2:33][C@H:32]2[C:38]2[N:42]([CH3:43])[N:41]=[CH:40][CH:39]=2)=[CH:4][C:5]([F:29])=[C:6]([S:8]([NH:11][C:12]2[CH:17]=[CH:16][N:15]=[CH:14][N:13]=2)(=[O:10])=[O:9])[CH:7]=1, predict the reactants needed to synthesize it. The reactants are: [Cl:1][C:2]1[C:3]([O:30][C@@H:31]2[CH2:36][CH2:35][C@H:34]([OH:37])[CH2:33][C@H:32]2[C:38]2[N:42]([CH3:43])[N:41]=[CH:40][CH:39]=2)=[CH:4][C:5]([F:29])=[C:6]([S:8]([N:11](CC2C=CC(OC)=CC=2OC)[C:12]2[CH:17]=[CH:16][N:15]=[CH:14][N:13]=2)(=[O:10])=[O:9])[CH:7]=1.C([SiH](CC)CC)C.FC(F)(F)C(O)=O. (6) Given the product [CH3:27][C:28]1([CH3:41])[CH2:37][CH2:36][C:35]2[C:30](=[CH:31][CH:32]=[C:33]([N:3]3[C:4](=[O:26])[C:5]([CH2:11][C:12]4[CH:17]=[CH:16][C:15]([C:18]5[CH:23]=[CH:22][CH:21]=[CH:20][C:19]=5[C:24]5[NH:42][C:55](=[O:57])[O:58][N:25]=5)=[CH:14][CH:13]=4)=[C:6]([CH2:8][CH2:9][CH3:10])[N:7]=[C:2]3[CH3:1])[CH:34]=2)[O:29]1, predict the reactants needed to synthesize it. The reactants are: [CH3:1][C:2]1[NH:3][C:4](=[O:26])[C:5]([CH2:11][C:12]2[CH:17]=[CH:16][C:15]([C:18]3[C:19]([C:24]#[N:25])=[CH:20][CH:21]=[CH:22][CH:23]=3)=[CH:14][CH:13]=2)=[C:6]([CH2:8][CH2:9][CH3:10])[N:7]=1.[CH3:27][C:28]1([CH3:41])[CH2:37][CH2:36][C:35]2[C:30](=[CH:31][CH:32]=[C:33](B(O)O)[CH:34]=2)[O:29]1.[N:42]1C=CC=CC=1.C(N(CC)CC)C.[C:55]([O:58]CC)(=[O:57])C.